This data is from Reaction yield outcomes from USPTO patents with 853,638 reactions. The task is: Predict the reaction yield, written as a fraction of the theoretical maximum amount of product (1.0 means a 100% yield; for example, 0.34 means a 34% yield). (1) The reactants are Cl[C:2]1[CH:7]=[C:6]([Cl:8])[N:5]=[CH:4][N:3]=1.[Br:9][C:10]1[CH:11]=[C:12]([CH:14]=[CH:15][CH:16]=1)[NH2:13].C(N(CC)C(C)C)(C)C.C(OCC)C. The catalyst is C(O)C. The product is [Cl:8][C:6]1[N:5]=[CH:4][N:3]=[C:2]([NH:13][C:12]2[CH:14]=[CH:15][CH:16]=[C:10]([Br:9])[CH:11]=2)[CH:7]=1. The yield is 0.620. (2) The reactants are [NH2:1][C:2]1[CH:7]=[CH:6][C:5]([C:8]2[N:13]=[C:12]([N:14]3[CH2:20][CH:19]4[O:21][CH:16]([CH2:17][CH2:18]4)[CH2:15]3)[N:11]=[C:10]([C:22]3[CH:27]=[CH:26][C:25]([NH:28][C:29]([NH:31][CH3:32])=[O:30])=[CH:24][CH:23]=3)[N:9]=2)=[CH:4][CH:3]=1.[N:33]1[CH:38]=[CH:37][C:36]([NH:39][C:40](=O)[O:41]C2C=CC=CC=2)=[CH:35][CH:34]=1. No catalyst specified. The product is [CH3:32][NH:31][C:29]([NH:28][C:25]1[CH:26]=[CH:27][C:22]([C:10]2[N:11]=[C:12]([N:14]3[CH2:20][CH:19]4[O:21][CH:16]([CH2:17][CH2:18]4)[CH2:15]3)[N:13]=[C:8]([C:5]3[CH:4]=[CH:3][C:2]([NH:1][C:40](=[O:41])[NH:39][C:36]4[CH:37]=[CH:38][N:33]=[CH:34][CH:35]=4)=[CH:7][CH:6]=3)[N:9]=2)=[CH:23][CH:24]=1)=[O:30]. The yield is 0.0400. (3) The reactants are C([S:4][CH2:5][CH2:6][CH:7]([S:12]([OH:15])(=[O:14])=[O:13])[C:8]([O:10]C)=[O:9])(=O)C.[OH-].[Na+].[N+:18]([C:21]1[CH:22]=[CH:23][C:24]([S:27][S:27][C:24]2[CH:23]=[CH:22][C:21]([N+:18]([O-:20])=[O:19])=[CH:26][N:25]=2)=[N:25][CH:26]=1)([O-:20])=[O:19]. The catalyst is O.CC(N(C)C)=O. The product is [N+:18]([C:21]1[CH:22]=[CH:23][C:24]([S:27][S:4][CH2:5][CH2:6][CH:7]([S:12]([OH:15])(=[O:13])=[O:14])[C:8]([OH:10])=[O:9])=[N:25][CH:26]=1)([O-:20])=[O:19]. The yield is 0.750.